This data is from Forward reaction prediction with 1.9M reactions from USPTO patents (1976-2016). The task is: Predict the product of the given reaction. Given the reactants FC(F)(F)C(O)=O.FC(F)(F)C(O)=O.[NH:15]1[CH2:56][CH2:55][CH2:54][C@H:16]1[C:17]([O:19][CH2:20][CH2:21][O:22][C:23]1[CH:28]=[CH:27][C:26]([C:29]2[C:34]([C:35]#[N:36])=[C:33]([S:37][CH2:38][C:39]3[N:40]=[C:41]([C:44]4[CH:49]=[CH:48][C:47]([Cl:50])=[CH:46][CH:45]=4)[S:42][CH:43]=3)[N:32]=[C:31]([NH2:51])[C:30]=2[C:52]#[N:53])=[CH:25][CH:24]=1)=[O:18].Cl, predict the reaction product. The product is: [ClH:50].[NH:15]1[CH2:56][CH2:55][CH2:54][C@H:16]1[C:17]([O:19][CH2:20][CH2:21][O:22][C:23]1[CH:24]=[CH:25][C:26]([C:29]2[C:34]([C:35]#[N:36])=[C:33]([S:37][CH2:38][C:39]3[N:40]=[C:41]([C:44]4[CH:45]=[CH:46][C:47]([Cl:50])=[CH:48][CH:49]=4)[S:42][CH:43]=3)[N:32]=[C:31]([NH2:51])[C:30]=2[C:52]#[N:53])=[CH:27][CH:28]=1)=[O:18].